From a dataset of NCI-60 drug combinations with 297,098 pairs across 59 cell lines. Regression. Given two drug SMILES strings and cell line genomic features, predict the synergy score measuring deviation from expected non-interaction effect. (1) Drug 1: C(=O)(N)NO. Drug 2: CN(C(=O)NC(C=O)C(C(C(CO)O)O)O)N=O. Cell line: OVCAR3. Synergy scores: CSS=-4.96, Synergy_ZIP=4.65, Synergy_Bliss=1.35, Synergy_Loewe=-0.911, Synergy_HSA=-4.92. (2) Drug 1: CC(C1=C(C=CC(=C1Cl)F)Cl)OC2=C(N=CC(=C2)C3=CN(N=C3)C4CCNCC4)N. Drug 2: CCC1=CC2CC(C3=C(CN(C2)C1)C4=CC=CC=C4N3)(C5=C(C=C6C(=C5)C78CCN9C7C(C=CC9)(C(C(C8N6C)(C(=O)OC)O)OC(=O)C)CC)OC)C(=O)OC.C(C(C(=O)O)O)(C(=O)O)O. Cell line: M14. Synergy scores: CSS=45.0, Synergy_ZIP=16.6, Synergy_Bliss=15.8, Synergy_Loewe=-11.3, Synergy_HSA=13.2. (3) Drug 1: C#CCC(CC1=CN=C2C(=N1)C(=NC(=N2)N)N)C3=CC=C(C=C3)C(=O)NC(CCC(=O)O)C(=O)O. Drug 2: CN(C(=O)NC(C=O)C(C(C(CO)O)O)O)N=O. Cell line: IGROV1. Synergy scores: CSS=-0.138, Synergy_ZIP=-0.229, Synergy_Bliss=-2.86, Synergy_Loewe=-0.827, Synergy_HSA=-4.32. (4) Drug 1: CCCS(=O)(=O)NC1=C(C(=C(C=C1)F)C(=O)C2=CNC3=C2C=C(C=N3)C4=CC=C(C=C4)Cl)F. Drug 2: CC1CCCC2(C(O2)CC(NC(=O)CC(C(C(=O)C(C1O)C)(C)C)O)C(=CC3=CSC(=N3)C)C)C. Cell line: A498. Synergy scores: CSS=7.93, Synergy_ZIP=-1.34, Synergy_Bliss=1.27, Synergy_Loewe=-1.57, Synergy_HSA=0.490.